Dataset: Reaction yield outcomes from USPTO patents with 853,638 reactions. Task: Predict the reaction yield, written as a fraction of the theoretical maximum amount of product (1.0 means a 100% yield; for example, 0.34 means a 34% yield). The reactants are [F:1][C:2]([F:7])([F:6])[C:3]([OH:5])=[O:4].[F:8][C:9]([F:14])([F:13])[C:10]([OH:12])=[O:11].FC(F)(F)C(O)=O.[Cl:22][C:23]1[CH:24]=[N:25][C:26]2[NH:27][C:28]3[CH:29]=[N:30][CH:31]=[C:32]([CH:53]=3)[CH2:33][CH2:34][C:35]3[CH:43]=[C:39]([NH:40][C:41]=1[N:42]=2)[CH:38]=[CH:37][C:36]=3[O:44][CH2:45][CH2:46][CH:47]1[CH2:52][CH2:51][NH:50][CH2:49][CH2:48]1.[F:54][C:55]1[CH:60]=[CH:59][CH:58]=[C:57]([N:61]=[C:62]=[O:63])[CH:56]=1. No catalyst specified. The product is [F:1][C:2]([F:7])([F:6])[C:3]([OH:5])=[O:4].[F:8][C:9]([F:14])([F:13])[C:10]([OH:12])=[O:11].[Cl:22][C:23]1[CH:24]=[N:25][C:26]2[NH:27][C:28]3[CH:29]=[N:30][CH:31]=[C:32]([CH:53]=3)[CH2:33][CH2:34][C:35]3[CH:43]=[C:39]([NH:40][C:41]=1[N:42]=2)[CH:38]=[CH:37][C:36]=3[O:44][CH2:45][CH2:46][CH:47]1[CH2:48][CH2:49][N:50]([C:62]([NH:61][C:57]2[CH:58]=[CH:59][CH:60]=[C:55]([F:54])[CH:56]=2)=[O:63])[CH2:51][CH2:52]1. The yield is 0.600.